This data is from Full USPTO retrosynthesis dataset with 1.9M reactions from patents (1976-2016). The task is: Predict the reactants needed to synthesize the given product. (1) Given the product [CH3:20][CH:19]([CH3:21])[CH2:18][CH:17]([NH:16][S:10]([C:5]1[CH:6]=[CH:7][CH:8]=[CH:9][C:4]=1[N+:1]([O-:3])=[O:2])(=[O:12])=[O:11])[C:22]([OH:24])=[O:23], predict the reactants needed to synthesize it. The reactants are: [N+:1]([C:4]1[CH:9]=[CH:8][CH:7]=[CH:6][C:5]=1[S:10](Cl)(=[O:12])=[O:11])([O-:3])=[O:2].[OH-].[Na+].[NH2:16][CH:17]([C:22]([OH:24])=[O:23])[CH2:18][CH:19]([CH3:21])[CH3:20]. (2) Given the product [Br:1][C:2]1[CH:7]=[CH:6][C:5]([S:8]([CH2:9][CH2:10][NH:11][CH2:12][CH2:13][NH:14][S:15]([C:18]2[C:19]3[CH:20]=[CH:21][N:22]=[CH:23][C:24]=3[CH:25]=[CH:26][CH:27]=2)(=[O:16])=[O:17])(=[O:28])=[O:34])=[CH:4][CH:3]=1, predict the reactants needed to synthesize it. The reactants are: [Br:1][C:2]1[CH:7]=[CH:6][C:5]([S:8][CH2:9][CH2:10][NH:11][CH2:12][CH2:13][NH:14][S:15]([C:18]2[C:19]3[CH:20]=[CH:21][N:22]=[CH:23][C:24]=3[CH:25]=[CH:26][CH:27]=2)(=[O:17])=[O:16])=[CH:4][CH:3]=1.[OH:28]OS([O-])=O.[K+].[OH2:34].